The task is: Predict the reaction yield, written as a fraction of the theoretical maximum amount of product (1.0 means a 100% yield; for example, 0.34 means a 34% yield).. This data is from Reaction yield outcomes from USPTO patents with 853,638 reactions. (1) The reactants are [NH:1]1[CH:5]=[N:4][CH:3]=[N:2]1.[H-].[Na+].Br[CH2:9][C:10]1[CH:32]=[CH:31][C:13]([CH2:14][C:15]2[N:25]([CH2:26][C:27]([CH3:30])([CH3:29])[CH3:28])[C:18]3[N:19]=[C:20]([C:23]#[N:24])[N:21]=[CH:22][C:17]=3[CH:16]=2)=[CH:12][CH:11]=1.C(Cl)Cl. The catalyst is CN(C=O)C.CO. The product is [CH3:28][C:27]([CH3:30])([CH3:29])[CH2:26][N:25]1[C:18]2[N:19]=[C:20]([C:23]#[N:24])[N:21]=[CH:22][C:17]=2[CH:16]=[C:15]1[CH2:14][C:13]1[CH:12]=[CH:11][C:10]([CH2:9][N:1]2[CH:5]=[N:4][CH:3]=[N:2]2)=[CH:32][CH:31]=1. The yield is 0.570. (2) The reactants are FC(F)(F)C(O)=O.[Cl:8][C:9]1[C:10]([S:23][C:24]2[CH:29]=[CH:28][C:27]([Cl:30])=[C:26]([Cl:31])[CH:25]=2)=[CH:11][C:12]([F:22])=[C:13]([CH:21]=1)[C:14]([O:16]C(C)(C)C)=[O:15]. The catalyst is C(Cl)Cl. The product is [Cl:8][C:9]1[C:10]([S:23][C:24]2[CH:29]=[CH:28][C:27]([Cl:30])=[C:26]([Cl:31])[CH:25]=2)=[CH:11][C:12]([F:22])=[C:13]([CH:21]=1)[C:14]([OH:16])=[O:15]. The yield is 1.00. (3) The reactants are I[C:2]1[CH:7]=[C:6]([S:8]([C:11]2[CH:16]=[CH:15][C:14]([CH3:17])=[CH:13][CH:12]=2)(=[O:10])=[O:9])[C:5]([CH:18]([CH3:20])[CH3:19])=[CH:4][C:3]=1[O:21][CH3:22].[F-].[K+].[F:25][C:26](I)([F:28])[F:27].O. The catalyst is CN(C=O)C.[Cu]I. The product is [CH:18]([C:5]1[CH:4]=[C:3]([O:21][CH3:22])[C:2]([C:26]([F:28])([F:27])[F:25])=[CH:7][C:6]=1[S:8]([C:11]1[CH:16]=[CH:15][C:14]([CH3:17])=[CH:13][CH:12]=1)(=[O:10])=[O:9])([CH3:20])[CH3:19]. The yield is 1.00. (4) The reactants are Cl[C:2]1[CH:3]=[C:4]([O:11][CH2:12][CH2:13][O:14][CH3:15])[C:5]([N+:8]([O-:10])=[O:9])=[N:6][CH:7]=1.[OH:16][C:17]1[CH:18]=[N:19][CH:20]=[CH:21][CH:22]=1.C([O-])([O-])=O.[K+].[K+]. The catalyst is CN(C=O)C. The product is [CH3:15][O:14][CH2:13][CH2:12][O:11][C:4]1[C:5]([N+:8]([O-:10])=[O:9])=[N:6][CH:7]=[C:2]([O:16][C:17]2[CH:18]=[N:19][CH:20]=[CH:21][CH:22]=2)[CH:3]=1. The yield is 0.200. (5) The reactants are Cl.[CH2:2]([C@@H:6]1[CH2:10][NH:9][C:8](=[O:11])[CH2:7]1)[CH:3]([CH3:5])[CH3:4].[OH2:12]. No catalyst specified. The product is [NH2:9][CH2:10][C@@H:6]([CH2:2][CH:3]([CH3:5])[CH3:4])[CH2:7][C:8]([OH:11])=[O:12]. The yield is 1.00.